This data is from Reaction yield outcomes from USPTO patents with 853,638 reactions. The task is: Predict the reaction yield, written as a fraction of the theoretical maximum amount of product (1.0 means a 100% yield; for example, 0.34 means a 34% yield). (1) The reactants are [CH3:1][O:2][C:3]([C:5]1[S:6][C:7]([C:11]#[C:12][C:13]([CH3:16])([CH3:15])[CH3:14])=[CH:8][C:9]=1Br)=[O:4].[NH2:17][C@H:18]1[CH2:22][CH2:21][N:20]([C@H:23]2[CH2:27][CH2:26][O:25][CH2:24]2)[C:19]1=[O:28].C([O-])([O-])=O.[Cs+].[Cs+]. The catalyst is C1(C)C=CC=CC=1.CCOC(C)=O.CC([O-])=O.CC([O-])=O.[Pd+2]. The product is [CH3:14][C:13]([CH3:16])([CH3:15])[C:12]#[C:11][C:7]1[S:6][C:5]([C:3]([O:2][CH3:1])=[O:4])=[C:9]([NH:17][C@H:18]2[CH2:22][CH2:21][N:20]([C@H:23]3[CH2:27][CH2:26][O:25][CH2:24]3)[C:19]2=[O:28])[CH:8]=1. The yield is 0.290. (2) The reactants are C(Cl)(=O)C(Cl)=O.CS(C)=O.[CH2:11]([C:18]1[C:23](=[O:24])[N:22]2[CH:25]=[CH:26][CH:27]=[CH:28][C:21]2=[N:20][C:19]=1[CH2:29][OH:30])[C:12]1[CH:17]=[CH:16][CH:15]=[CH:14][CH:13]=1.C(N(CC)CC)C. The catalyst is ClCCl.C(OCC)(=O)C.O. The product is [CH2:11]([C:18]1[C:23](=[O:24])[N:22]2[CH:25]=[CH:26][CH:27]=[CH:28][C:21]2=[N:20][C:19]=1[CH:29]=[O:30])[C:12]1[CH:17]=[CH:16][CH:15]=[CH:14][CH:13]=1. The yield is 0.670. (3) The reactants are [CH:1]([Mg]Br)=[CH2:2].[C:5]([O:9][C:10]([N:12]1[CH2:16][CH2:15][CH:14]([O:17][CH2:18][C:19]2[CH:24]=[CH:23][CH:22]=[CH:21][CH:20]=2)[CH:13]1[CH2:25]I)=[O:11])([CH3:8])([CH3:7])[CH3:6].O1CCCC1. The catalyst is [Cu](I)I.C(OCC)(=O)C. The product is [C:5]([O:9][C:10]([N:12]1[CH2:16][CH2:15][CH:14]([O:17][CH2:18][C:19]2[CH:24]=[CH:23][CH:22]=[CH:21][CH:20]=2)[CH:13]1[CH2:25][CH:1]=[CH2:2])=[O:11])([CH3:8])([CH3:6])[CH3:7]. The yield is 0.980. (4) The reactants are [Cl:1][C:2]1[C:7](Cl)=[CH:6][N:5]=[CH:4][N:3]=1.[NH2:9][CH:10]1[CH2:14][CH2:13][N:12]([C:15]([O:17][C:18]([CH3:21])([CH3:20])[CH3:19])=[O:16])[CH2:11]1.CCN(C(C)C)C(C)C. The catalyst is C(O)CCC. The product is [Cl:1][C:2]1[N:3]=[CH:4][N:5]=[C:6]([NH:9][CH:10]2[CH2:14][CH2:13][N:12]([C:15]([O:17][C:18]([CH3:21])([CH3:20])[CH3:19])=[O:16])[CH2:11]2)[CH:7]=1. The yield is 0.500. (5) The reactants are [Br:1][C:2]1[CH:7]=[C:6]([F:8])[CH:5]=[CH:4][C:3]=1[CH:9]1[C:14]([C:15]([O:17][CH2:18][CH3:19])=[O:16])=[C:13]([CH3:20])[NH:12][C:11]([C:21]2[C:26]([F:27])=[CH:25][C:24]([F:28])=[CH:23][C:22]=2[F:29])=[N:10]1.C1C(=O)N([Br:37])C(=O)C1. No catalyst specified. The product is [Br:1][C:2]1[CH:7]=[C:6]([F:8])[CH:5]=[CH:4][C:3]=1[CH:9]1[C:14]([C:15]([O:17][CH2:18][CH3:19])=[O:16])=[C:13]([CH2:20][Br:37])[NH:12][C:11]([C:21]2[C:22]([F:29])=[CH:23][C:24]([F:28])=[CH:25][C:26]=2[F:27])=[N:10]1. The yield is 0.550. (6) The reactants are [C:1]([O:5][C:6]([N:8]1[CH2:18][CH:17]2[CH2:19][CH:10]([C:11]3[CH:12]=[C:13]([N+:25]([O-])=O)[C:14]([NH:20][CH2:21][CH2:22][CH2:23][CH3:24])=[CH:15][C:16]=32)[CH2:9]1)=[O:7])([CH3:4])([CH3:3])[CH3:2].C([O-])=O.[NH4+]. The catalyst is CO.[OH-].[OH-].[Pd+2]. The product is [C:1]([O:5][C:6]([N:8]1[CH2:18][CH:17]2[CH2:19][CH:10]([C:11]3[CH:12]=[C:13]([NH2:25])[C:14]([NH:20][CH2:21][CH2:22][CH2:23][CH3:24])=[CH:15][C:16]=32)[CH2:9]1)=[O:7])([CH3:4])([CH3:3])[CH3:2]. The yield is 1.00.